Dataset: Full USPTO retrosynthesis dataset with 1.9M reactions from patents (1976-2016). Task: Predict the reactants needed to synthesize the given product. (1) Given the product [Cl:33][C:20]1[CH:21]=[CH:22][C:23]([C:25]([N:27]2[CH2:28][C:29]([F:31])([F:32])[CH2:30]2)=[O:26])=[CH:24][C:19]=1[N:17]([CH3:18])[C:15]([C:13]1[S:12][C:11]2[C:5]3[CH:4]=[CH:3][C:2]([C:38]([NH:83][CH2:82][CH2:81][S:78]([CH3:77])(=[O:80])=[O:79])=[O:56])=[CH:34][C:6]=3[O:7][CH2:8][CH2:9][C:10]=2[CH:14]=1)=[O:16], predict the reactants needed to synthesize it. The reactants are: Br[C:2]1[CH:3]=[CH:4][C:5]2[C:11]3[S:12][C:13]([C:15]([N:17]([C:19]4[CH:24]=[C:23]([C:25]([N:27]5[CH2:30][C:29]([F:32])([F:31])[CH2:28]5)=[O:26])[CH:22]=[CH:21][C:20]=4[Cl:33])[CH3:18])=[O:16])=[CH:14][C:10]=3[CH2:9][CH2:8][O:7][C:6]=2[CH:34]=1.CC1(C)C2C(=C(P(C3C=CC=CC=3)C3C=CC=CC=3)C=CC=2)[O:56][C:38]2C(P(C3C=CC=CC=3)C3C=CC=CC=3)=CC=CC1=2.[CH3:77][S:78]([CH2:81][CH2:82][NH2:83])(=[O:80])=[O:79].Cl.C([O-])([O-])=O.[Na+].[Na+]. (2) Given the product [F:20][C:17]1[CH:18]=[C:19]2[C:14]([N:13]=[CH:12][C:11](=[O:21])[N:10]2[CH2:9][CH2:8][N:5]2[CH2:4][CH2:3][CH:2]([NH:1][CH2:32][C:29]3[CH:28]=[C:27]([C:23]4[S:22][CH:26]=[CH:25][CH:24]=4)[O:31][N:30]=3)[CH2:7][CH2:6]2)=[CH:15][CH:16]=1, predict the reactants needed to synthesize it. The reactants are: [NH2:1][CH:2]1[CH2:7][CH2:6][N:5]([CH2:8][CH2:9][N:10]2[C:19]3[C:14](=[CH:15][CH:16]=[C:17]([F:20])[CH:18]=3)[N:13]=[CH:12][C:11]2=[O:21])[CH2:4][CH2:3]1.[S:22]1[CH:26]=[CH:25][CH:24]=[C:23]1[C:27]1[O:31][N:30]=[C:29]([CH:32]=O)[CH:28]=1.C(O[BH-](OC(=O)C)OC(=O)C)(=O)C.[Na+].C(=O)([O-])O.[Na+]. (3) Given the product [Cl:21][C:22]1[CH:27]=[CH:26][C:25]([CH:28]([NH:30][C:2]2[C:3]3[CH2:11][N:10]([C:12]4[CH:19]=[CH:18][C:17]([CH3:20])=[CH:16][C:13]=4[C:14]#[N:15])[CH2:9][CH2:8][C:4]=3[N:5]=[CH:6][N:7]=2)[CH3:29])=[CH:24][C:23]=1[S:31]([CH3:34])(=[O:32])=[O:33], predict the reactants needed to synthesize it. The reactants are: Cl[C:2]1[C:3]2[CH2:11][N:10]([C:12]3[CH:19]=[CH:18][C:17]([CH3:20])=[CH:16][C:13]=3[C:14]#[N:15])[CH2:9][CH2:8][C:4]=2[N:5]=[CH:6][N:7]=1.[Cl:21][C:22]1[CH:27]=[CH:26][C:25]([CH:28]([NH2:30])[CH3:29])=[CH:24][C:23]=1[S:31]([CH3:34])(=[O:33])=[O:32].